Dataset: Forward reaction prediction with 1.9M reactions from USPTO patents (1976-2016). Task: Predict the product of the given reaction. The product is: [CH:1]1([C:4]2[C:5]([O:14][CH2:15][CH:16]3[CH2:18][CH2:17]3)=[CH:6][C:7]([C:10]3[N:11]=[C:25]([CH2:26][CH3:27])[O:13][N:12]=3)=[N:8][CH:9]=2)[CH2:3][CH2:2]1. Given the reactants [CH:1]1([C:4]2[C:5]([O:14][CH2:15][CH:16]3[CH2:18][CH2:17]3)=[CH:6][C:7]([C:10](=[N:12][OH:13])[NH2:11])=[N:8][CH:9]=2)[CH2:3][CH2:2]1.C(=O)([O-])[O-].[K+].[K+].[C:25](Cl)(=O)[CH2:26][CH3:27], predict the reaction product.